This data is from Forward reaction prediction with 1.9M reactions from USPTO patents (1976-2016). The task is: Predict the product of the given reaction. (1) Given the reactants [Cl:1][C:2]1[CH:11]=[CH:10][C:5]([C:6](OC)=[O:7])=[CH:4][C:3]=1[CH3:12].[H-].C([Al+]CC(C)C)C(C)C, predict the reaction product. The product is: [Cl:1][C:2]1[CH:11]=[CH:10][C:5]([CH2:6][OH:7])=[CH:4][C:3]=1[CH3:12]. (2) Given the reactants Cl.[NH2:2][CH2:3][C:4]1[CH:29]=[CH:28][C:7]([C:8]([NH:10][C@H:11]2[CH2:16][CH2:15][CH2:14][CH2:13][C@@H:12]2[CH2:17][N:18]2[CH2:23][CH2:22][CH2:21][C@@H:20]([CH2:24][O:25][CH2:26][CH3:27])[CH2:19]2)=[O:9])=[CH:6][CH:5]=1.C(N(C(C)C)CC)(C)C.[CH3:39][S:40](Cl)(=[O:42])=[O:41].C([O-])(O)=O.[Na+], predict the reaction product. The product is: [CH2:26]([O:25][CH2:24][C@@H:20]1[CH2:21][CH2:22][CH2:23][N:18]([CH2:17][C@H:12]2[CH2:13][CH2:14][CH2:15][CH2:16][C@@H:11]2[NH:10][C:8](=[O:9])[C:7]2[CH:6]=[CH:5][C:4]([CH2:3][NH:2][S:40]([CH3:39])(=[O:42])=[O:41])=[CH:29][CH:28]=2)[CH2:19]1)[CH3:27]. (3) Given the reactants C(O[C:4](=[O:12])[C:5]1[CH:10]=[CH:9][C:8]([Br:11])=[CH:7][CH:6]=1)C.C[O-].[Na+].[Br:16][C:17]1[CH:22]=[CH:21][C:20]([C:23](=[O:25])[CH3:24])=[CH:19][CH:18]=1, predict the reaction product. The product is: [Br:16][C:17]1[CH:22]=[CH:21][C:20]([C:23](=[O:25])[CH2:24][C:4]([C:5]2[CH:6]=[CH:7][C:8]([Br:11])=[CH:9][CH:10]=2)=[O:12])=[CH:19][CH:18]=1. (4) Given the reactants [BH4-].[Na+].[F:3][C:4]1[CH:9]=[C:8]([O:10][CH2:11][C:12]2[CH:21]=[C:20]3[C:15]([CH:16]=[CH:17][CH:18]=[N:19]3)=[CH:14][CH:13]=2)[CH:7]=[CH:6][C:5]=1[CH2:22][CH2:23][C:24]([O:26][CH2:27][CH3:28])=[O:25].CO, predict the reaction product. The product is: [F:3][C:4]1[CH:9]=[C:8]([O:10][CH2:11][C:12]2[CH:21]=[C:20]3[C:15]([CH2:16][CH2:17][CH2:18][NH:19]3)=[CH:14][CH:13]=2)[CH:7]=[CH:6][C:5]=1[CH2:22][CH2:23][C:24]([O:26][CH2:27][CH3:28])=[O:25]. (5) Given the reactants C(OC(N1CCC(NC2CCNCC2)CC1)=O)(C)(C)C.[C:21]([O:25][C:26]([N:28]1[CH2:33][CH2:32][CH:31]([N:34]([CH2:40][CH:41]2[CH2:45][CH2:44][N:43](C(OCC3C=CC=CC=3)=O)[CH2:42]2)[CH2:35][CH2:36][N:37]([CH3:39])[CH3:38])[CH2:30][CH2:29]1)=[O:27])([CH3:24])([CH3:23])[CH3:22], predict the reaction product. The product is: [C:21]([O:25][C:26]([N:28]1[CH2:29][CH2:30][CH:31]([N:34]([CH2:35][CH2:36][N:37]([CH3:39])[CH3:38])[CH2:40][CH:41]2[CH2:45][CH2:44][NH:43][CH2:42]2)[CH2:32][CH2:33]1)=[O:27])([CH3:24])([CH3:23])[CH3:22].